From a dataset of Peptide-MHC class II binding affinity with 134,281 pairs from IEDB. Regression. Given a peptide amino acid sequence and an MHC pseudo amino acid sequence, predict their binding affinity value. This is MHC class II binding data. (1) The peptide sequence is FDLAAMLIESNLAGS. The MHC is DRB1_0101 with pseudo-sequence DRB1_0101. The binding affinity (normalized) is 0.750. (2) The peptide sequence is GKANRGKMDVSGVQA. The MHC is DRB3_0101 with pseudo-sequence DRB3_0101. The binding affinity (normalized) is 0.377. (3) The peptide sequence is YDVPDYASLRSLVAS. The MHC is DRB1_0301 with pseudo-sequence DRB1_0301. The binding affinity (normalized) is 0.278.